From a dataset of Catalyst prediction with 721,799 reactions and 888 catalyst types from USPTO. Predict which catalyst facilitates the given reaction. (1) Product: [Cl:9][C:10]1[CH:25]=[CH:24][C:13]([CH2:14][N:15]2[CH:16]=[C:17]([CH2:22][N:2]([CH3:1])[C:3]3[CH:8]=[CH:7][CH:6]=[CH:5][CH:4]=3)[CH:18]=[CH:19][C:20]2=[O:21])=[CH:12][CH:11]=1. Reactant: [CH3:1][NH:2][C:3]1[CH:8]=[CH:7][CH:6]=[CH:5][CH:4]=1.[Cl:9][C:10]1[CH:25]=[CH:24][C:13]([CH2:14][N:15]2[C:20](=[O:21])[CH:19]=[CH:18][C:17]([CH:22]=O)=[CH:16]2)=[CH:12][CH:11]=1.CC(O)=O.[BH-](OC(C)=O)(OC(C)=O)OC(C)=O.[Na+]. The catalyst class is: 2. (2) Reactant: [C:1]([C:3]1[CH:4]=[C:5]([CH:9]=[C:10]([F:12])[CH:11]=1)[C:6]([OH:8])=O)#[N:2].[N:13]1([C:18]([N:20]2[CH:24]=[CH:23][N:22]=[CH:21]2)=[O:19])[CH:17]=[CH:16]N=C1.[BH4-].[Na+].O1CCC[CH2:28]1. Product: [F:12][C:10]1[CH:11]=[C:3]([CH:4]=[C:5]([CH2:6][O:8][C:17]2[CH:16]=[C:21]3[N:22]([CH3:28])[CH2:23][CH2:24][N:20]3[C:18](=[O:19])[N:13]=2)[CH:9]=1)[C:1]#[N:2]. The catalyst class is: 6. (3) Reactant: [CH3:1][O:2][C:3]1[CH:11]=[C:10]2[C:6]([CH2:7][CH2:8][C:9]2=[O:12])=[CH:5][C:4]=1[O:13][CH2:14][CH:15]1[CH2:17][O:16]1.[NH:18]1[CH2:22][CH2:21][CH2:20][CH2:19]1.C(OCC)(=O)C. Product: [OH:16][CH:15]([CH2:17][N:18]1[CH2:22][CH2:21][CH2:20][CH2:19]1)[CH2:14][O:13][C:4]1[CH:5]=[C:6]2[C:10](=[CH:11][C:3]=1[O:2][CH3:1])[C:9](=[O:12])[CH2:8][CH2:7]2. The catalyst class is: 57. (4) Reactant: [CH3:1][C:2]1[C:10]([N+:11]([O-])=O)=[CH:9][CH:8]=[CH:7][C:3]=1[CH2:4][O:5][CH3:6]. Product: [CH3:6][O:5][CH2:4][C:3]1[C:2]([CH3:1])=[C:10]([CH:9]=[CH:8][CH:7]=1)[NH2:11]. The catalyst class is: 591. (5) Reactant: C(=O)([O-])[O-].[K+].[K+].Br[CH2:8][C:9]([O:11][CH2:12][CH3:13])=[O:10].[CH3:14][CH:15]1[CH2:20][O:19][CH2:18][CH:17]([CH3:21])[NH:16]1.O. Product: [CH3:14][CH:15]1[N:16]([CH2:8][C:9]([O:11][CH2:12][CH3:13])=[O:10])[CH:17]([CH3:21])[CH2:18][O:19][CH2:20]1. The catalyst class is: 10. (6) Reactant: C(=O)([O-])[O-].[K+].[K+].[C:7]1([NH:13][CH2:14][C:15]2[CH:16]=[C:17]([OH:21])[CH:18]=[CH:19][CH:20]=2)[CH:12]=[CH:11][CH:10]=[CH:9][CH:8]=1.[CH2:22]([O:24][C:25]([C:27]1[C:28]2[S:36][CH:35]=[C:34]([CH2:37]Br)[C:29]=2[C:30]([Cl:33])=[N:31][CH:32]=1)=[O:26])[CH3:23]. Product: [CH2:22]([O:24][C:25]([C:27]1[C:28]2[S:36][CH:35]=[C:34]([CH2:37][O:21][C:17]3[CH:18]=[CH:19][CH:20]=[C:15]([CH2:14][NH:13][C:7]4[CH:12]=[CH:11][CH:10]=[CH:9][CH:8]=4)[CH:16]=3)[C:29]=2[C:30]([Cl:33])=[N:31][CH:32]=1)=[O:26])[CH3:23]. The catalyst class is: 213. (7) The catalyst class is: 6. Product: [F:16][B-:17]([F:20])([F:19])[F:18].[C:9]([C:8]1[CH:11]=[CH:12][C:13]([CH3:14])=[C:6]([N+:5]#[N:1])[CH:7]=1)#[N:10]. Reactant: [N:1]([O-])=O.[Na+].[NH2:5][C:6]1[CH:7]=[C:8]([CH:11]=[CH:12][C:13]=1[CH3:14])[C:9]#[N:10].Cl.[F:16][B-:17]([F:20])([F:19])[F:18].[Na+].